Dataset: Catalyst prediction with 721,799 reactions and 888 catalyst types from USPTO. Task: Predict which catalyst facilitates the given reaction. (1) Reactant: [OH:1][C:2]1[CH:3]=[C:4]([NH:8][C:9](=[O:32])[CH2:10][CH2:11][CH2:12][CH2:13][CH2:14][C:15]([NH:17][C:18]2[CH:23]=[CH:22][CH:21]=[CH:20][C:19]=2[NH:24]C(=O)OC(C)(C)C)=[O:16])[CH:5]=[CH:6][CH:7]=1. Product: [NH2:24][C:19]1[CH:20]=[CH:21][CH:22]=[CH:23][C:18]=1[NH:17][C:15](=[O:16])[CH2:14][CH2:13][CH2:12][CH2:11][CH2:10][C:9]([NH:8][C:4]1[CH:5]=[CH:6][CH:7]=[C:2]([OH:1])[CH:3]=1)=[O:32]. The catalyst class is: 25. (2) Reactant: [Li+].[Cl-].[Cl:3][C:4]1[CH:5]=[C:6]([CH:9]=[C:10]([O:12]C)[CH:11]=1)[C:7]#[N:8].CCOC(C)=O. Product: [Cl:3][C:4]1[CH:5]=[C:6]([CH:9]=[C:10]([OH:12])[CH:11]=1)[C:7]#[N:8]. The catalyst class is: 3.